From a dataset of Peptide-MHC class I binding affinity with 185,985 pairs from IEDB/IMGT. Regression. Given a peptide amino acid sequence and an MHC pseudo amino acid sequence, predict their binding affinity value. This is MHC class I binding data. (1) The peptide sequence is KVSVGSYFC. The MHC is HLA-A03:01 with pseudo-sequence HLA-A03:01. The binding affinity (normalized) is 0.0847. (2) The peptide sequence is EYPIIGDEL. The MHC is HLA-A30:02 with pseudo-sequence HLA-A30:02. The binding affinity (normalized) is 0.335.